Dataset: Catalyst prediction with 721,799 reactions and 888 catalyst types from USPTO. Task: Predict which catalyst facilitates the given reaction. Reactant: [NH2:1][C:2](=[N:38][OH:39])[C:3]1[CH:8]=[CH:7][C:6]([S:9]([C:12]2[CH:17]=[CH:16][C:15]([CH2:18][CH2:19][N:20]([CH2:28][C@@H:29]([C:31]3[CH:36]=[CH:35][CH:34]=[C:33]([Cl:37])[CH:32]=3)[OH:30])[C:21](=[O:27])[O:22][C:23]([CH3:26])([CH3:25])[CH3:24])=[CH:14][CH:13]=2)(=[O:11])=[O:10])=[CH:5][CH:4]=1.[C:40](Cl)(=O)[CH3:41]. Product: [Cl:37][C:33]1[CH:32]=[C:31]([C@@H:29]([OH:30])[CH2:28][N:20]([CH2:19][CH2:18][C:15]2[CH:14]=[CH:13][C:12]([S:9]([C:6]3[CH:7]=[CH:8][C:3]([C:2]4[N:1]=[C:40]([CH3:41])[O:39][N:38]=4)=[CH:4][CH:5]=3)(=[O:11])=[O:10])=[CH:17][CH:16]=2)[C:21](=[O:27])[O:22][C:23]([CH3:26])([CH3:25])[CH3:24])[CH:36]=[CH:35][CH:34]=1. The catalyst class is: 17.